This data is from Peptide-MHC class II binding affinity with 134,281 pairs from IEDB. The task is: Regression. Given a peptide amino acid sequence and an MHC pseudo amino acid sequence, predict their binding affinity value. This is MHC class II binding data. (1) The binding affinity (normalized) is 0.763. The peptide sequence is GKEFIRCLALPFRGY. The MHC is HLA-DQA10102-DQB10501 with pseudo-sequence HLA-DQA10102-DQB10501. (2) The peptide sequence is GVKPTHISYIMLIFF. The MHC is DRB1_1101 with pseudo-sequence DRB1_1101. The binding affinity (normalized) is 0. (3) The peptide sequence is EKKYDAATQFEPLAA. The MHC is HLA-DPA10201-DPB11401 with pseudo-sequence HLA-DPA10201-DPB11401. The binding affinity (normalized) is 0.404.